Dataset: Full USPTO retrosynthesis dataset with 1.9M reactions from patents (1976-2016). Task: Predict the reactants needed to synthesize the given product. (1) Given the product [CH3:1][C:2]1[CH:3]=[C:4]([CH2:11][CH:12]([C:17]2[CH:22]=[CH:21][CH:20]=[CH:19][N:18]=2)[CH2:13][C:14]([N:65]2[CH2:62][CH2:63][CH:64]([N:30]3[CH2:29][C:38]4[C:33](=[CH:34][CH:35]=[CH:36][CH:37]=4)[NH:32][C:31]3=[O:39])[CH2:59][CH2:60]2)=[O:15])[CH:5]=[C:6]2[C:10]=1[NH:9][N:8]=[CH:7]2, predict the reactants needed to synthesize it. The reactants are: [CH3:1][C:2]1[CH:3]=[C:4]([CH2:11][CH:12]([C:17]2[CH:22]=[CH:21][CH:20]=[CH:19][N:18]=2)[CH2:13][C:14](O)=[O:15])[CH:5]=[C:6]2[C:10]=1[NH:9][N:8]=[CH:7]2.N1([C:29]2[C:38]3[C:33](=[CH:34][CH:35]=[CH:36][CH:37]=3)[NH:32][C:31](=[O:39])[N:30]=2)CCCCC1.C(N(CC)CC)C.CCOP(ON1N=[N:65][C:60]2C=[CH:62][CH:63]=[CH:64][C:59]=2C1=O)(OCC)=O. (2) The reactants are: [NH2:1][CH2:2][C:3]1[CH:4]=[C:5]([C:9]2[CH:10]=[N:11][C:12]([N:15]3[CH2:20][CH2:19][CH:18]([C:21]([O:23][CH2:24][CH3:25])=[O:22])[CH2:17][CH2:16]3)=[N:13][CH:14]=2)[CH:6]=[CH:7][CH:8]=1.C1N=CN([C:31]([N:33]2[CH:37]=[N:36]C=C2)=[O:32])C=1.C[N:39](C=O)C. Given the product [C:37]([NH:33][C:31]([NH:1][CH2:2][C:3]1[CH:4]=[C:5]([C:9]2[CH:10]=[N:11][C:12]([N:15]3[CH2:16][CH2:17][CH:18]([C:21]([O:23][CH2:24][CH3:25])=[O:22])[CH2:19][CH2:20]3)=[N:13][CH:14]=2)[CH:6]=[CH:7][CH:8]=1)=[O:32])(=[NH:36])[NH2:39], predict the reactants needed to synthesize it. (3) Given the product [NH2:9][CH2:10][C@@H:11]1[CH2:29][NH:28][C:15]2[C:16]3[C:17]4[CH:18]=[CH:19][C:20]([NH:8][C:4]5[CH:3]=[C:2]([Cl:31])[N:7]=[CH:6][N:5]=5)=[N:21][C:22]=4[CH:23]=[CH:24][C:25]=3[S:26][C:14]=2[C:13](=[O:30])[NH:12]1, predict the reactants needed to synthesize it. The reactants are: F[C:2]1[N:7]=[CH:6][N:5]=[C:4]([NH2:8])[CH:3]=1.[NH2:9][CH2:10][C@@H:11]1[CH2:29][NH:28][C:15]2[C:16]3[C:17]4[CH:18]=[CH:19][C:20](Cl)=[N:21][C:22]=4[CH:23]=[CH:24][C:25]=3[S:26][C:14]=2[C:13](=[O:30])[NH:12]1.[Cl:31]C1C=CC2C3C4NC[C@@H](CO)NC(=O)C=4SC=3C=CC=2N=1. (4) Given the product [Cl:1][C:2]1[CH:3]=[C:4]2[C:13](=[CH:14][CH:15]=1)[C:12]([NH:28][CH2:27][CH2:26][N:23]1[CH2:24][CH2:25][N:20]([CH3:19])[CH2:21][CH2:22]1)=[C:11]1[C:6]([CH:7]=[CH:8][C:9]([O:17][CH3:18])=[CH:10]1)=[N:5]2, predict the reactants needed to synthesize it. The reactants are: [Cl:1][C:2]1[CH:3]=[C:4]2[C:13](=[CH:14][CH:15]=1)[C:12](Cl)=[C:11]1[C:6]([CH:7]=[CH:8][C:9]([O:17][CH3:18])=[CH:10]1)=[N:5]2.[CH3:19][N:20]1[CH2:25][CH2:24][N:23]([CH2:26][CH2:27][NH2:28])[CH2:22][CH2:21]1. (5) Given the product [Cl:1][C:2]1[CH:25]=[CH:24][C:23]([C:26]([F:29])([F:27])[F:28])=[CH:22][C:3]=1[O:4][CH:5]1[CH2:10][CH2:9][N:8]([C:11](=[O:21])[CH2:12][NH:13][C:14]2[C:15](=[O:20])[N:16]([CH2:40][CH2:39][CH2:38][C:37]([F:43])([F:42])[F:36])[N:17]=[CH:18][CH:19]=2)[CH2:7][CH2:6]1, predict the reactants needed to synthesize it. The reactants are: [Cl:1][C:2]1[CH:25]=[CH:24][C:23]([C:26]([F:29])([F:28])[F:27])=[CH:22][C:3]=1[O:4][CH:5]1[CH2:10][CH2:9][N:8]([C:11](=[O:21])[CH2:12][NH:13][C:14]2[C:15](=[O:20])[NH:16][N:17]=[CH:18][CH:19]=2)[CH2:7][CH2:6]1.C([O-])([O-])=O.[K+].[K+].[F:36][C:37]([F:43])([F:42])[CH2:38][CH2:39][CH2:40]I. (6) Given the product [Cl:3][C:4]1[CH:5]=[C:6]([C:10]2[O:14][N:13]=[C:12]([CH2:15][OH:16])[CH:11]=2)[CH:7]=[CH:8][CH:9]=1, predict the reactants needed to synthesize it. The reactants are: [BH4-].[Na+].[Cl:3][C:4]1[CH:5]=[C:6]([C:10]2[O:14][N:13]=[C:12]([C:15](OCC)=[O:16])[CH:11]=2)[CH:7]=[CH:8][CH:9]=1. (7) Given the product [F:1][C:2]1[CH:7]=[CH:6][CH:5]=[C:4]([F:8])[C:3]=1[N:9]1[C:18](=[O:19])[C:17]2[C:12](=[C:13]([CH3:20])[CH:14]=[CH:15][CH:16]=2)[N:11]=[C:10]1[S:21][CH3:22], predict the reactants needed to synthesize it. The reactants are: [F:1][C:2]1[CH:7]=[CH:6][CH:5]=[C:4]([F:8])[C:3]=1[N:9]1[C:18](=[O:19])[C:17]2[C:12](=[C:13]([CH3:20])[CH:14]=[CH:15][CH:16]=2)[NH:11][C:10]1=[S:21].[C:22]([O-])([O-])=O.[K+].[K+].CI.